The task is: Predict hERG channel inhibition at various concentrations.. This data is from hERG Central: cardiac toxicity at 1µM, 10µM, and general inhibition. (1) The molecule is O=C(C1CCCN(c2ncnc3c2nc2n3CCCCC2)C1)N1CCN(c2ccccc2F)CC1. Results: hERG_inhib (hERG inhibition (general)): blocker. (2) Results: hERG_inhib (hERG inhibition (general)): blocker. The compound is O=C1c2ccccc2C(=O)N1CCCCSc1nnnn1-c1ccccc1. (3) The drug is CN=C1c2c(-c3ccccc3)c3cc(OC)ccc3n2CCN1C.Cl. Results: hERG_inhib (hERG inhibition (general)): blocker. (4) The molecule is Cc1ccc2nc3c(c(Nc4ccccc4)c2c1)CCC3.Cl. Results: hERG_inhib (hERG inhibition (general)): blocker. (5) The molecule is O=C(c1ccccc1F)N1CCN(c2ccc([N+](=O)[O-])c3cccnc23)CC1. Results: hERG_inhib (hERG inhibition (general)): blocker. (6) Results: hERG_inhib (hERG inhibition (general)): blocker. The compound is Cn1c(=O)c2c(ncn2CC(=O)N2CCN(c3cccc(Cl)c3)CC2)n(C)c1=O. (7) The molecule is Cc1ccc(-n2cc(CNCC3CC(=O)N(C4CC4)C3)c(-c3cccc(C)c3)n2)cc1. Results: hERG_inhib (hERG inhibition (general)): blocker.